From a dataset of Catalyst prediction with 721,799 reactions and 888 catalyst types from USPTO. Predict which catalyst facilitates the given reaction. (1) Reactant: [CH3:1][CH2:2][CH2:3][CH2:4][CH2:5][CH2:6][CH2:7][CH2:8][C:9]1[CH:10]=[CH:11][C:12]([CH2:15][CH2:16][C:17]([NH2:22])([CH2:20][OH:21])[CH2:18][OH:19])=[CH:13][CH:14]=1.[ClH:23].[C:24]([OH:28])(=[O:27])[CH2:25][CH3:26]. Product: [CH3:1][CH2:2][CH2:3][CH2:4][CH2:5][CH2:6][CH2:7][CH2:8][C:9]1[CH:14]=[CH:13][C:12]([CH2:15][CH2:16][C:17]([NH2:22])([CH2:18][OH:19])[CH2:20][OH:21])=[CH:11][CH:10]=1.[ClH:23].[C:24]([O-:28])(=[O:27])[CH2:25][CH3:26]. The catalyst class is: 13. (2) Reactant: [C@H:1]([NH:5][S:6]([C:9]1[CH:18]=[C:17]2[C:12]([CH2:13][CH2:14][NH:15][C:16]2=[O:19])=[CH:11][CH:10]=1)(=[O:8])=[O:7])([CH2:3][CH3:4])[CH3:2].[F:20][C:21]1[CH:26]=[CH:25][C:24](I)=[CH:23][C:22]=1[F:28].C(=O)([O-])[O-].[K+].[K+]. Product: [C@H:1]([NH:5][S:6]([C:9]1[CH:18]=[C:17]2[C:12]([CH2:13][CH2:14][N:15]([C:24]3[CH:25]=[CH:26][C:21]([F:20])=[C:22]([F:28])[CH:23]=3)[C:16]2=[O:19])=[CH:11][CH:10]=1)(=[O:8])=[O:7])([CH2:3][CH3:4])[CH3:2]. The catalyst class is: 471. (3) Product: [CH2:8]([O:10][C:11]([C:12]1[N:16]=[C:17]([C:18]2[CH:23]=[CH:22][C:21]([O:24][CH3:25])=[CH:20][CH:19]=2)[O:26][C:13]=1[CH3:14])=[O:27])[CH3:9]. The catalyst class is: 4. Reactant: C(N(CC)CC)C.[CH2:8]([O:10][C:11](=[O:27])[CH:12]([NH:16][C:17](=[O:26])[C:18]1[CH:23]=[CH:22][C:21]([O:24][CH3:25])=[CH:20][CH:19]=1)[C:13](=O)[CH3:14])[CH3:9].II.C1(P(C2C=CC=CC=2)C2C=CC=CC=2)C=CC=CC=1. (4) Reactant: [F:1][C:2]1[CH:3]=[C:4]([CH:7]=[CH:8][C:9]=1[OH:10])[CH:5]=[O:6].[CH3:11][C@@H:12](O)[CH2:13][CH3:14].C1(P(C2C=CC=CC=2)C2C=CC=CC=2)C=CC=CC=1.CC(OC(/N=N/C(OC(C)C)=O)=O)C. Product: [F:1][C:2]1[CH:3]=[C:4]([CH:7]=[CH:8][C:9]=1[O:10][C@H:12]([CH2:13][CH3:14])[CH3:11])[CH:5]=[O:6]. The catalyst class is: 1. (5) Product: [CH:1]1([N:6]2[CH2:12][C:11]([F:14])([F:13])[C:10](=[O:15])[N:9]([CH3:16])[C:8]3[CH:17]=[N:18][C:19]([NH:21][C:22]4[CH:30]=[CH:29][C:25]([C:26]([NH:80][CH2:79][CH2:78][CH2:77][N:76]([CH3:81])[CH3:75])=[O:28])=[CH:24][C:23]=4[CH3:31])=[N:20][C:7]2=3)[CH2:2][CH2:3][CH2:4][CH2:5]1. Reactant: [CH:1]1([N:6]2[CH2:12][C:11]([F:14])([F:13])[C:10](=[O:15])[N:9]([CH3:16])[C:8]3[CH:17]=[N:18][C:19]([NH:21][C:22]4[CH:30]=[CH:29][C:25]([C:26]([OH:28])=O)=[CH:24][C:23]=4[CH3:31])=[N:20][C:7]2=3)[CH2:5][CH2:4][CH2:3][CH2:2]1.ON1C2C=CC=CC=2N=N1.F[P-](F)(F)(F)(F)F.CN(C(N(C)C)=[N+]1C2C=CC=CC=2[N+]([O-])=N1)C.C(N(C(C)C)CC)(C)C.[CH3:75][N:76]([CH3:81])[CH2:77][CH2:78][CH2:79][NH2:80]. The catalyst class is: 9. (6) Reactant: [F:1][C:2]1[CH:3]=[CH:4][C:5]([O:25][CH3:26])=[C:6]([C:8]2[CH:13]=[CH:12][N:11]=[C:10]3[NH:14][C:15]([C:17]4[CH2:18][CH:19]5[CH2:23][NH:22][CH2:21][CH:20]5[CH:24]=4)=[CH:16][C:9]=23)[CH:7]=1.C(N(CC)CC)C.[N:34]([CH3:37])=[C:35]=[O:36].O. Product: [F:1][C:2]1[CH:3]=[CH:4][C:5]([O:25][CH3:26])=[C:6]([C:8]2[CH:13]=[CH:12][N:11]=[C:10]3[NH:14][C:15]([C:17]4[CH2:18][CH:19]5[CH2:23][N:22]([C:35]([NH:34][CH3:37])=[O:36])[CH2:21][CH:20]5[CH:24]=4)=[CH:16][C:9]=23)[CH:7]=1. The catalyst class is: 9. (7) Reactant: Br[C:2]1[CH:3]=[C:4]2[C:9](=[CH:10][CH:11]=1)[N:8]=[C:7]([O:12][CH3:13])[C:6]([CH2:14][C:15]1[CH:20]=[CH:19][C:18]([C:21]([F:24])([F:23])[F:22])=[CH:17][CH:16]=1)=[C:5]2[Cl:25].[Li]CCCC.[CH:31]([CH:33]1[CH2:36][N:35]([C:37]([O:39][C:40]([CH3:43])([CH3:42])[CH3:41])=[O:38])[CH2:34]1)=[O:32]. Product: [C:40]([O:39][C:37]([N:35]1[CH2:36][CH:33]([CH:31]([C:2]2[CH:3]=[C:4]3[C:9](=[CH:10][CH:11]=2)[N:8]=[C:7]([O:12][CH3:13])[C:6]([CH2:14][C:15]2[CH:16]=[CH:17][C:18]([C:21]([F:22])([F:23])[F:24])=[CH:19][CH:20]=2)=[C:5]3[Cl:25])[OH:32])[CH2:34]1)=[O:38])([CH3:43])([CH3:42])[CH3:41]. The catalyst class is: 1.